Dataset: Peptide-MHC class I binding affinity with 185,985 pairs from IEDB/IMGT. Task: Regression. Given a peptide amino acid sequence and an MHC pseudo amino acid sequence, predict their binding affinity value. This is MHC class I binding data. The peptide sequence is LVTSFLLMIV. The MHC is HLA-A68:02 with pseudo-sequence HLA-A68:02. The binding affinity (normalized) is 0.200.